This data is from Catalyst prediction with 721,799 reactions and 888 catalyst types from USPTO. The task is: Predict which catalyst facilitates the given reaction. (1) Reactant: [Br:1][C:2]1[CH:3]=[C:4]([CH:6]=[C:7]([F:9])[CH:8]=1)[NH2:5].CC(O)=O.[O:14]1[CH2:17][C:16](=O)[CH2:15]1.O. Product: [Br:1][C:2]1[CH:3]=[C:4]([CH:6]=[C:7]([F:9])[CH:8]=1)[N:5]=[C:16]1[CH2:17][O:14][CH2:15]1. The catalyst class is: 14. (2) Reactant: Br[C:2]1[CH:7]=[N:6][CH:5]=[C:4]([C:8]2[CH:13]=[CH:12][C:11]([Cl:14])=[CH:10][CH:9]=2)[N:3]=1.C(N(CC)C(C)C)(C)C.[CH2:24]([NH:28][CH2:29][C:30]1[CH:42]=[CH:41][C:33]([O:34][CH2:35][C:36]([O:38][CH2:39][CH3:40])=[O:37])=[C:32]([CH3:43])[CH:31]=1)[CH2:25][CH2:26][CH3:27]. Product: [CH2:24]([N:28]([CH2:29][C:30]1[CH:42]=[CH:41][C:33]([O:34][CH2:35][C:36]([O:38][CH2:39][CH3:40])=[O:37])=[C:32]([CH3:43])[CH:31]=1)[C:2]1[CH:7]=[N:6][CH:5]=[C:4]([C:8]2[CH:13]=[CH:12][C:11]([Cl:14])=[CH:10][CH:9]=2)[N:3]=1)[CH2:25][CH2:26][CH3:27]. The catalyst class is: 2. (3) Reactant: [Br:1][C:2]1[CH:3]=[CH:4][CH:5]=[C:6]2[C:10]=1[NH:9][CH:8]=[CH:7]2.[H-].[Na+].[CH3:13][Si:14]([CH2:17][CH2:18][O:19][CH2:20]Cl)([CH3:16])[CH3:15].O. Product: [Br:1][C:2]1[CH:3]=[CH:4][CH:5]=[C:6]2[C:10]=1[N:9]([CH2:20][O:19][CH2:18][CH2:17][Si:14]([CH3:16])([CH3:15])[CH3:13])[CH:8]=[CH:7]2. The catalyst class is: 3. (4) Reactant: [F:1][C:2]1([F:33])[CH2:7][CH2:6][N:5]([C:8]([C:10]2[NH:11][C:12]3[C:17]([CH:18]=2)=[CH:16][C:15]([C:19]([N:21]2[CH2:26][CH2:25][CH:24]([N:27]4[CH2:32][CH2:31][O:30][CH2:29][CH2:28]4)[CH2:23][CH2:22]2)=[O:20])=[CH:14][CH:13]=3)=[O:9])[CH2:4][CH2:3]1.[Cl:34][C:35]1[CH:40]=[CH:39][C:38](B(O)O)=[CH:37][N:36]=1.N1C=CC=CC=1. Product: [Cl:34][C:35]1[N:36]=[CH:37][C:38]([N:11]2[C:12]3[C:17](=[CH:16][C:15]([C:19]([N:21]4[CH2:26][CH2:25][CH:24]([N:27]5[CH2:28][CH2:29][O:30][CH2:31][CH2:32]5)[CH2:23][CH2:22]4)=[O:20])=[CH:14][CH:13]=3)[CH:18]=[C:10]2[C:8]([N:5]2[CH2:4][CH2:3][C:2]([F:1])([F:33])[CH2:7][CH2:6]2)=[O:9])=[CH:39][CH:40]=1. The catalyst class is: 221.